From a dataset of Full USPTO retrosynthesis dataset with 1.9M reactions from patents (1976-2016). Predict the reactants needed to synthesize the given product. (1) Given the product [Cl:1][C:2]1[CH:10]=[C:9]2[C:5]([C:6]([C:11]([N:13]3[CH2:18][CH2:17][C:16]4([C:22]5[CH:23]=[CH:24][CH:25]=[CH:26][C:21]=5[CH2:20][O:19]4)[CH2:15][CH2:14]3)=[O:12])=[CH:7][N:8]2[CH2:47][CH:35]2[CH2:36][N:37]([CH2:40][C:41]3[CH:46]=[CH:45][CH:44]=[CH:43][CH:42]=3)[CH2:38][CH2:39][N:34]2[CH2:27][C:28]2[CH:33]=[CH:32][CH:31]=[CH:30][CH:29]=2)=[CH:4][CH:3]=1, predict the reactants needed to synthesize it. The reactants are: [Cl:1][C:2]1[CH:10]=[C:9]2[C:5]([C:6]([C:11]([N:13]3[CH2:18][CH2:17][C:16]4([C:22]5[CH:23]=[CH:24][CH:25]=[CH:26][C:21]=5[CH2:20][O:19]4)[CH2:15][CH2:14]3)=[O:12])=[CH:7][NH:8]2)=[CH:4][CH:3]=1.[CH2:27]([N:34]1[CH2:39][CH2:38][N:37]([CH2:40][C:41]2[CH:46]=[CH:45][CH:44]=[CH:43][CH:42]=2)[CH2:36][CH:35]1[CH2:47]Cl)[C:28]1[CH:33]=[CH:32][CH:31]=[CH:30][CH:29]=1. (2) Given the product [Cl:18][C:19]1[CH:20]=[C:21]([CH:27]=[CH:28][C:29]=1[N:30]1[CH2:31][CH2:32][N:33]([CH2:16][C:6]2[CH:5]=[C:4]([O:3][CH2:1][CH3:2])[C:9]3[O:10][CH:11]([CH3:15])[C:12](=[O:14])[NH:13][C:8]=3[CH:7]=2)[CH2:34][CH2:35]1)[C:22]([NH:24][CH2:25][CH3:26])=[O:23], predict the reactants needed to synthesize it. The reactants are: [CH2:1]([O:3][C:4]1[C:9]2[O:10][CH:11]([CH3:15])[C:12](=[O:14])[NH:13][C:8]=2[CH:7]=[C:6]([CH:16]=O)[CH:5]=1)[CH3:2].[Cl:18][C:19]1[CH:20]=[C:21]([CH:27]=[CH:28][C:29]=1[N:30]1[CH2:35][CH2:34][NH:33][CH2:32][CH2:31]1)[C:22]([NH:24][CH2:25][CH3:26])=[O:23]. (3) Given the product [O:1]=[CH:2][C@@H:3]([C@H:5]([C@@H:7]([C@@H:9]([CH2:11][OH:12])[OH:10])[OH:8])[OH:6])[OH:4], predict the reactants needed to synthesize it. The reactants are: [O:1](CC1C=CC(N)=CC=1)[C@@H:2]1[O:10][C@H:9]([CH2:11][OH:12])[C@@H:7]([OH:8])[C@H:5]([OH:6])[C@H:3]1[OH:4].